The task is: Predict the reactants needed to synthesize the given product.. This data is from Full USPTO retrosynthesis dataset with 1.9M reactions from patents (1976-2016). Given the product [CH2:1]([N:8]1[CH2:13][CH2:12][CH2:11][CH:10]([CH:14]2[CH2:15][CH2:16][CH2:17][CH2:18][CH2:19]2)[C:9]1=[O:20])[C:2]1[CH:7]=[CH:6][CH:5]=[CH:4][CH:3]=1, predict the reactants needed to synthesize it. The reactants are: [CH2:1]([N:8]1[CH2:13][CH2:12][CH2:11][CH:10]([CH:14]2[CH2:19][CH2:18][CH2:17][CH:16]=[CH:15]2)[C:9]1=[O:20])[C:2]1[CH:7]=[CH:6][CH:5]=[CH:4][CH:3]=1.